From a dataset of Catalyst prediction with 721,799 reactions and 888 catalyst types from USPTO. Predict which catalyst facilitates the given reaction. (1) Reactant: [Br:1][C:2]1[CH:3]=[C:4]([OH:8])[CH:5]=[N:6][CH:7]=1.C1(P(C2C=CC=CC=2)C2C=CC=CC=2)C=CC=CC=1.O[CH2:29][CH2:30][NH:31][C:32](=[O:38])[O:33][C:34]([CH3:37])([CH3:36])[CH3:35].C1C(COC(/N=N\C(OCC2C=CC(Cl)=CC=2)=O)=O)=CC=C(Cl)C=1.C([O-])(O)=O.[Na+]. Product: [C:34]([O:33][C:32](=[O:38])[NH:31][CH2:30][CH2:29][O:8][C:4]1[CH:5]=[N:6][CH:7]=[C:2]([Br:1])[CH:3]=1)([CH3:37])([CH3:36])[CH3:35]. The catalyst class is: 49. (2) Reactant: O=[C:2]1[NH:7][CH:6]=[N:5][CH:4]=[C:3]1[CH2:8][C:9]([O:11][CH2:12][CH3:13])=[O:10].O=P(Cl)(Cl)[Cl:16]. Product: [Cl:16][C:2]1[C:3]([CH2:8][C:9]([O:11][CH2:12][CH3:13])=[O:10])=[CH:4][N:5]=[CH:6][N:7]=1. The catalyst class is: 6. (3) Reactant: [C:1]([N:5]1[CH2:42][CH2:41][CH2:40][CH2:39][C:8]2[C:9]([C:34]3[S:35][CH:36]=[CH:37][CH:38]=3)=[C:10]3[C:19]4[CH:18]=[C:17]([C@@H:20]5[O:24][C:23]([CH3:26])([CH3:25])[O:22][C@H:21]5[C:27](OCC)=[O:28])[C:16]([O:32][CH3:33])=[CH:15][C:14]=4[CH2:13][CH2:12][N:11]3[C:7]=2[C:6]1=[O:43])([CH3:4])([CH3:3])[CH3:2].[Li+].[BH4-].[NH4+].[Cl-]. Product: [C:1]([N:5]1[CH2:42][CH2:41][CH2:40][CH2:39][C:8]2[C:9]([C:34]3[S:35][CH:36]=[CH:37][CH:38]=3)=[C:10]3[C:19]4[CH:18]=[C:17]([C@@H:20]5[O:24][C:23]([CH3:26])([CH3:25])[O:22][C@@H:21]5[CH2:27][OH:28])[C:16]([O:32][CH3:33])=[CH:15][C:14]=4[CH2:13][CH2:12][N:11]3[C:7]=2[C:6]1=[O:43])([CH3:2])([CH3:3])[CH3:4]. The catalyst class is: 219. (4) Product: [NH2:19][CH2:18][CH2:17][C:16]1[CH:27]=[CH:28][C:13]([NH:12][C:10](=[O:11])[CH2:9][N:8]([CH2:29][C:30]2[CH:35]=[CH:34][CH:33]=[CH:32][N:31]=2)[CH2:7][C:2]2[CH:3]=[CH:4][CH:5]=[CH:6][N:1]=2)=[CH:14][CH:15]=1. The catalyst class is: 2. Reactant: [N:1]1[CH:6]=[CH:5][CH:4]=[CH:3][C:2]=1[CH2:7][N:8]([CH2:29][C:30]1[CH:35]=[CH:34][CH:33]=[CH:32][N:31]=1)[CH2:9][C:10]([NH:12][C:13]1[CH:28]=[CH:27][C:16]([CH2:17][CH2:18][NH:19]C(=O)OC(C)(C)C)=[CH:15][CH:14]=1)=[O:11].FC(F)(F)C(O)=O.